From a dataset of HIV replication inhibition screening data with 41,000+ compounds from the AIDS Antiviral Screen. Binary Classification. Given a drug SMILES string, predict its activity (active/inactive) in a high-throughput screening assay against a specified biological target. (1) The result is 0 (inactive). The compound is CSc1nc(O)c2nc(C)c(C)nc2n1. (2) The result is 0 (inactive). The compound is O=C(CCN(C(=O)O)S(=O)(=O)c1ccc(NC(=O)c2ccccc2)cc1)Nc1ccccc1. (3) The compound is CC1CNC(=S)SSC(=S)N1. The result is 0 (inactive). (4) The compound is CC12CCC(=O)N1C(c1ccccc1)C(c1ccccc1)O2. The result is 0 (inactive). (5) The drug is O=[N+]([O-])c1ccc2nc(C(=NNc3ccccc3)C(O)c3ccc(Cl)cc3Cl)c(O)nc2c1. The result is 0 (inactive). (6) The drug is O=[N+]([O-])c1cc2c(c([N+](=O)[O-])c1)NCc1ccccc1O2. The result is 0 (inactive). (7) The molecule is O=C(O)c1cscc1C(=O)O. The result is 0 (inactive).